Task: Predict the reaction yield, written as a fraction of the theoretical maximum amount of product (1.0 means a 100% yield; for example, 0.34 means a 34% yield).. Dataset: Reaction yield outcomes from USPTO patents with 853,638 reactions (1) The yield is 0.240. The reactants are [N:1]1([C:7]2[N:12]=[C:11]([N:13]3[CH2:18][CH2:17][O:16][CH2:15][CH2:14]3)[N:10]=[C:9]([C:19]3[CH:25]=[CH:24][C:22]([NH2:23])=[CH:21][CH:20]=3)[N:8]=2)[CH2:6][CH2:5][O:4][CH2:3][CH2:2]1.Cl[C:27](Cl)([O:29]C(=O)OC(Cl)(Cl)Cl)Cl.CCN(CC)CC.[NH2:45][C:46]1[CH:51]=[CH:50][C:49]([CH:52]([OH:54])[CH3:53])=[CH:48][CH:47]=1. The product is [N:1]1([C:7]2[N:12]=[C:11]([N:13]3[CH2:18][CH2:17][O:16][CH2:15][CH2:14]3)[N:10]=[C:9]([C:19]3[CH:25]=[CH:24][C:22]([NH:23][C:27]([NH:45][C:46]4[CH:51]=[CH:50][C:49]([CH:52]([OH:54])[CH3:53])=[CH:48][CH:47]=4)=[O:29])=[CH:21][CH:20]=3)[N:8]=2)[CH2:2][CH2:3][O:4][CH2:5][CH2:6]1. The catalyst is C(Cl)Cl. (2) The reactants are [CH3:1][O:2][C:3]([CH:5]1[CH2:13][C:12]2[C:7](=[CH:8][C:9]([O:14][CH3:15])=[CH:10][CH:11]=2)[C:6]1=O)=[O:4].C(O)(=O)C.Cl(O)(=O)(=O)=O. The catalyst is [Pd].C(OCC)(=O)C. The product is [CH3:1][O:2][C:3]([CH:5]1[CH2:6][C:7]2[C:12](=[CH:11][CH:10]=[C:9]([O:14][CH3:15])[CH:8]=2)[CH2:13]1)=[O:4]. The yield is 0.650. (3) The reactants are [Cl:1][C:2]1[N:3]=[C:4]([N:13]2[CH2:18][CH2:17][O:16][CH2:15][CH2:14]2)[C:5]2[S:10][C:9]([CH:11]=O)=[CH:8][C:6]=2[N:7]=1.[CH3:19][N:20]1[CH2:25][CH2:24][NH:23][CH2:22][CH2:21]1.C(O)(=O)C.C(O[BH-](OC(=O)C)OC(=O)C)(=O)C.[Na+]. The catalyst is ClCCCl.ClCCl. The product is [Cl:1][C:2]1[N:3]=[C:4]([N:13]2[CH2:18][CH2:17][O:16][CH2:15][CH2:14]2)[C:5]2[S:10][C:9]([CH2:11][N:23]3[CH2:24][CH2:25][N:20]([CH3:19])[CH2:21][CH2:22]3)=[CH:8][C:6]=2[N:7]=1. The yield is 0.450. (4) The reactants are [CH3:1][O:2][C:3]([C:5]1[NH:6][CH:7]([C:12]2[CH:17]=[CH:16][C:15]([Cl:18])=[C:14]([O:19][CH3:20])[C:13]=2[F:21])[CH2:8][C:9](=O)[CH:10]=1)=[O:4].Cl.[NH2:23][OH:24].N1C=CC=CC=1. The catalyst is CO. The product is [CH3:1][O:2][C:3]([C:5]1[NH:6][CH:7]([C:12]2[CH:17]=[CH:16][C:15]([Cl:18])=[C:14]([O:19][CH3:20])[C:13]=2[F:21])[CH2:8][C:9](=[N:23][OH:24])[CH:10]=1)=[O:4]. The yield is 0.800. (5) The reactants are Br[C:2]1[C:11](OCC2C=CC=CC=2)=[C:10]2[C:5]([CH:6]=CC(C(O)=O)=N2)=[CH:4][CH:3]=1.[CH3:23][O:24][C:25]([C:27]1[CH:36]=[C:35]([OH:37])[C:34]2[C:29](=[C:30]([N+:39]([O-:41])=[O:40])[CH:31]=[CH:32][C:33]=2[Br:38])[N:28]=1)=[O:26]. No catalyst specified. The product is [CH3:23][O:24][C:25]([C:27]1[CH:36]=[C:35]([O:37][CH2:6][C:5]2[CH:10]=[CH:11][CH:2]=[CH:3][CH:4]=2)[C:34]2[C:29](=[C:30]([N+:39]([O-:41])=[O:40])[CH:31]=[CH:32][C:33]=2[Br:38])[N:28]=1)=[O:26]. The yield is 0.940.